Task: Predict which catalyst facilitates the given reaction.. Dataset: Catalyst prediction with 721,799 reactions and 888 catalyst types from USPTO Reactant: [N:1]1[CH:6]=[CH:5][CH:4]=[CH:3][C:2]=1[C:7]([OH:9])=O.[O:10]=[S:11]1(=[O:21])[CH:15]=[CH:14][C:13]2[CH:16]=[CH:17][C:18]([NH2:20])=[CH:19][C:12]1=2.CCN(C(C)C)C(C)C.CN(C(ON1N=NC2C=CC=CC1=2)=[N+](C)C)C.F[P-](F)(F)(F)(F)F. Product: [O:10]=[S:11]1(=[O:21])[CH:15]=[CH:14][C:13]2[CH:16]=[CH:17][C:18]([NH:20][C:7]([C:2]3[CH:3]=[CH:4][CH:5]=[CH:6][N:1]=3)=[O:9])=[CH:19][C:12]1=2. The catalyst class is: 2.